Dataset: Reaction yield outcomes from USPTO patents with 853,638 reactions. Task: Predict the reaction yield, written as a fraction of the theoretical maximum amount of product (1.0 means a 100% yield; for example, 0.34 means a 34% yield). (1) The reactants are FC(C1C=CC=CC=1N1C2NCNC=2C(C(N)=[O:21])=NC1)(F)F.[NH2:23]/[C:24](/[C:40]#[N:41])=[C:25](\[NH:28][C:29]([NH:31][C:32]1[CH:37]=[CH:36][CH:35]=[CH:34][C:33]=1[O:38][CH3:39])=[O:30])/[C:26]#[N:27].[F:42][C:43]([F:54])([F:53])[O:44][C:45]1[CH:46]=[C:47]([CH:50]=[CH:51][CH:52]=1)[CH:48]=O. No catalyst specified. The product is [CH3:39][O:38][C:33]1[CH:34]=[CH:35][CH:36]=[CH:37][C:32]=1[N:31]1[C:29](=[O:30])[NH:28][C:25]2[C:26]1=[N:27][C:48]([C:47]1[CH:50]=[CH:51][CH:52]=[C:45]([O:44][C:43]([F:42])([F:53])[F:54])[CH:46]=1)=[N:23][C:24]=2[C:40]([NH2:41])=[O:21]. The yield is 0.220. (2) The reactants are I[C:2]1[C:7](=[O:8])[C:6]([N+:9]([O-:11])=[O:10])=[C:5]([CH3:12])[NH:4][C:3]=1[CH3:13].[Cu][C:15]#[N:16]. The catalyst is CN1CCCC1=O. The product is [CH3:13][C:3]1[NH:4][C:5]([CH3:12])=[C:6]([N+:9]([O-:11])=[O:10])[C:7](=[O:8])[C:2]=1[C:15]#[N:16]. The yield is 0.409. (3) The reactants are [CH3:1][C:2]1[CH:11]=[CH:10][C:9]2[C:4](=[CH:5][CH:6]=[C:7]([F:14])[C:8]=2[O:12]C)[N:3]=1. The catalyst is Br. The product is [F:14][C:7]1[C:8]([OH:12])=[C:9]2[C:4](=[CH:5][CH:6]=1)[N:3]=[C:2]([CH3:1])[CH:11]=[CH:10]2. The yield is 0.730. (4) The reactants are [Br:1][C:2]1[CH:7]=[CH:6][C:5]([C:8]([C:10]2[CH:15]=[CH:14][C:13]([OH:16])=[C:12]([F:17])[CH:11]=2)=O)=[CH:4][CH:3]=1.[C:18]1(=O)[CH2:24][CH2:23][CH2:22][CH2:21][CH2:20][CH2:19]1.C([O-])([O-])=O.[K+].[K+]. The catalyst is C1COCC1.[Zn].Cl[Ti](Cl)(Cl)Cl. The product is [Br:1][C:2]1[CH:7]=[CH:6][C:5]([C:8](=[C:18]2[CH2:24][CH2:23][CH2:22][CH2:21][CH2:20][CH2:19]2)[C:10]2[CH:15]=[CH:14][C:13]([OH:16])=[C:12]([F:17])[CH:11]=2)=[CH:4][CH:3]=1. The yield is 0.790. (5) The reactants are [CH2:1]1CN([P+](ON2N=NC3C=CC=CC2=3)(N2CCCC2)N2CCCC2)C[CH2:2]1.F[P-](F)(F)(F)(F)F.[Br:34][C:35]1[S:36][C:37]([NH:43][C:44]([O:46][C:47]([CH3:50])([CH3:49])[CH3:48])=[O:45])=[C:38]([C:40]([OH:42])=O)[N:39]=1.[NH2:51][C:52]1[CH:53]=[N:54][N:55]([CH3:72])[C:56]=1[N:57]1[CH2:62][CH2:61][CH:60]([CH2:63][NH:64][C:65](=[O:71])[O:66][C:67]([CH3:70])(C)C)[CH2:59][CH2:58]1.CCN(C(C)C)C(C)C. The catalyst is C(Cl)Cl. The product is [CH2:67]([O:66][C:65]([NH:64][CH2:63][CH:60]1[CH2:59][CH2:58][N:57]([C:56]2[N:55]([CH3:72])[N:54]=[CH:53][C:52]=2[NH:51][C:40]([C:38]2[N:39]=[C:35]([Br:34])[S:36][C:37]=2[NH:43][C:44](=[O:45])[O:46][C:47]([CH3:50])([CH3:49])[CH3:48])=[O:42])[CH2:62][CH2:61]1)=[O:71])[CH2:70][CH2:1][CH3:2]. The yield is 0.960.